Dataset: Full USPTO retrosynthesis dataset with 1.9M reactions from patents (1976-2016). Task: Predict the reactants needed to synthesize the given product. (1) Given the product [F:15][C:9]1[C:10]([F:14])=[CH:11][CH:12]=[CH:13][C:8]=1[C:6]1[S:5][N:4]=[C:3]([O:21][CH2:20][C:19]#[C:18][CH3:17])[N:7]=1, predict the reactants needed to synthesize it. The reactants are: CS[C:3]1[N:7]=[C:6]([C:8]2[CH:13]=[CH:12][CH:11]=[C:10]([F:14])[C:9]=2[F:15])[S:5][N:4]=1.Cl[C:17]1[CH:18]=[C:19](C=CC=1)[C:20](OO)=[O:21].C(=O)(O)[O-].[Na+]. (2) Given the product [Br:23][C:20]1[CH:21]=[CH:22][C:17]([N:16]2[C:11](=[O:25])[CH2:12][NH:13][C:14]2=[O:15])=[CH:18][C:19]=1[CH3:24], predict the reactants needed to synthesize it. The reactants are: Cl.O1CCOCC1.C(O[C:11](=[O:25])[CH2:12][NH:13][C:14]([NH:16][C:17]1[CH:22]=[CH:21][C:20]([Br:23])=[C:19]([CH3:24])[CH:18]=1)=[O:15])C. (3) Given the product [BrH:1].[Br:8][C:6]1[CH:7]=[C:2]([Br:1])[C:3]2[N:4]([CH:11]=[C:12]([C:13]([O:15][CH2:16][CH3:17])=[O:14])[N:9]=2)[CH:5]=1, predict the reactants needed to synthesize it. The reactants are: [Br:1][C:2]1[C:3]([NH2:9])=[N:4][CH:5]=[C:6]([Br:8])[CH:7]=1.Br[CH2:11][C:12](=O)[C:13]([O:15][CH2:16][CH3:17])=[O:14]. (4) Given the product [C:2]1([NH:1][C:11](=[O:12])[O:13][CH3:14])[CH:7]=[CH:6][CH:5]=[CH:4][CH:3]=1, predict the reactants needed to synthesize it. The reactants are: [NH2:1][C:2]1[CH:7]=[CH:6][CH:5]=[CH:4][CH:3]=1.[OH-].[Na+].Cl[C:11]([O:13][CH3:14])=[O:12].